The task is: Predict the reactants needed to synthesize the given product.. This data is from Full USPTO retrosynthesis dataset with 1.9M reactions from patents (1976-2016). (1) Given the product [C:22]([O:21][C:19](=[O:20])[NH:18][C:15]1[CH:16]=[CH:17][C:12]([CH2:11][CH2:10][C:8]2[N:9]=[C:5]([NH:4][C:1](=[O:3])[CH3:2])[S:6][C:7]=2[C:26]([NH:36][CH2:35][C:34]2[CH:37]=[CH:38][C:31]([S:30][CH3:29])=[CH:32][CH:33]=2)=[O:27])=[CH:13][CH:14]=1)([CH3:25])([CH3:24])[CH3:23], predict the reactants needed to synthesize it. The reactants are: [C:1]([NH:4][C:5]1[S:6][C:7]([C:26](O)=[O:27])=[C:8]([CH2:10][CH2:11][C:12]2[CH:17]=[CH:16][C:15]([NH:18][C:19]([O:21][C:22]([CH3:25])([CH3:24])[CH3:23])=[O:20])=[CH:14][CH:13]=2)[N:9]=1)(=[O:3])[CH3:2].[CH3:29][S:30][C:31]1[CH:38]=[CH:37][C:34]([CH2:35][NH2:36])=[CH:33][CH:32]=1.ON1C2C=CC=CC=2N=N1.Cl.C(N=C=NCCCN(C)C)C.C([O-])(O)=O.[Na+]. (2) Given the product [Br:1][C:2]1[CH:3]=[N:4][C:5]2[N:6]([N:8]=[C:9]([C:11]([N:27]3[CH2:26][CH2:25][N:24]4[C:20]([C:15]5[CH:16]=[CH:17][CH:18]=[CH:19][N:14]=5)=[CH:21][CH:22]=[C:23]4[CH2:28]3)=[O:13])[CH:10]=2)[CH:7]=1, predict the reactants needed to synthesize it. The reactants are: [Br:1][C:2]1[CH:3]=[N:4][C:5]2[N:6]([N:8]=[C:9]([C:11]([OH:13])=O)[CH:10]=2)[CH:7]=1.[N:14]1[CH:19]=[CH:18][CH:17]=[CH:16][C:15]=1[C:20]1[N:24]2[CH2:25][CH2:26][NH:27][CH2:28][C:23]2=[CH:22][CH:21]=1. (3) Given the product [CH3:1][CH:2]1[CH:7]([N:8]2[CH2:12][CH2:11][O:10][C:9]2=[O:13])[CH2:6][CH2:5][NH:4][CH2:3]1, predict the reactants needed to synthesize it. The reactants are: [CH3:1][CH:2]1[CH:7]([N:8]2[CH2:12][CH2:11][O:10][C:9]2=[O:13])[CH2:6][CH2:5][N:4](C(OC(C)(C)C)=O)[CH2:3]1.C(O)(C(F)(F)F)=O. (4) Given the product [Cl:1][C:2]1[CH:11]=[C:10]2[C:5]([C:6](=[O:18])[C:7]([C:15]([OH:17])=[O:16])=[CH:8][N:9]2[CH:12]2[CH2:14][CH2:13]2)=[CH:4][C:3]=1[NH:9][CH2:8][CH2:7][O:20][CH2:5][CH2:6][OH:18], predict the reactants needed to synthesize it. The reactants are: [Cl:1][C:2]1[CH:11]=[C:10]2[C:5]([C:6](=[O:18])[C:7]([C:15]([OH:17])=[O:16])=[CH:8][N:9]2[CH:12]2[CH2:14][CH2:13]2)=[CH:4][C:3]=1F.[OH2:20]. (5) Given the product [CH2:1]([C:4]1[CH:9]=[CH:8][C:7]([N:10]2[CH2:11][CH2:12][CH2:13][C:14]2=[O:15])=[CH:6][CH:5]=1)[C:2]#[CH:3], predict the reactants needed to synthesize it. The reactants are: [CH2:1]([C:4]1[CH:9]=[CH:8][C:7]([NH2:10])=[CH:6][CH:5]=1)[C:2]#[CH:3].[C:11]1(=O)[O:15][CH2:14][CH2:13][CH2:12]1.